This data is from Forward reaction prediction with 1.9M reactions from USPTO patents (1976-2016). The task is: Predict the product of the given reaction. (1) Given the reactants C([O:3][C:4]([C:6]1[C:7]([C:13]2[CH:18]=[CH:17][C:16]([Br:19])=[CH:15][CH:14]=2)=[N:8][N:9]([CH3:12])[C:10]=1[CH3:11])=[O:5])C.[OH-].[Na+].Cl, predict the reaction product. The product is: [Br:19][C:16]1[CH:15]=[CH:14][C:13]([C:7]2[C:6]([C:4]([OH:5])=[O:3])=[C:10]([CH3:11])[N:9]([CH3:12])[N:8]=2)=[CH:18][CH:17]=1. (2) Given the reactants [Br:1][C:2]1[CH:3]=[CH:4][C:5]2[O:10][CH2:9][CH2:8][NH:7][C:6]=2[CH:11]=1.CCN(CC)CC.[C:19](O[C:19]([O:21][C:22]([CH3:25])([CH3:24])[CH3:23])=[O:20])([O:21][C:22]([CH3:25])([CH3:24])[CH3:23])=[O:20], predict the reaction product. The product is: [Br:1][C:2]1[CH:3]=[CH:4][C:5]2[O:10][CH2:9][CH2:8][N:7]([C:19]([O:21][C:22]([CH3:25])([CH3:24])[CH3:23])=[O:20])[C:6]=2[CH:11]=1. (3) Given the reactants [Cl:1][C:2]1[CH:11]=[CH:10][C:9]2[N:8]([CH2:12][CH2:13][CH2:14][CH2:15][NH:16][C:17]([N:19]3[CH2:27][C:26]4[CH:25]=[CH:24][N:23]=[CH:22][C:21]=4[CH2:20]3)=[O:18])[C:7](=[O:28])[CH:6]3[CH2:29][CH:30]4[CH2:31][CH2:32][O:33][C:5]34[C:4]=2[CH:3]=1.[OH-].[Na+].Cl, predict the reaction product. The product is: [Cl:1][C:2]1[CH:11]=[CH:10][C:9]2[N:8]([CH2:12][CH2:13][CH2:14][CH2:15][NH:16][C:17]([N:19]3[CH2:27][C:26]4[CH:25]=[CH:24][N:23]=[CH:22][C:21]=4[CH2:20]3)=[O:18])[C:7](=[O:28])[C:6]3[CH2:29][CH:30]([CH2:31][CH2:32][OH:33])[C:5]=3[C:4]=2[CH:3]=1. (4) Given the reactants [CH2:1]([NH:8][CH2:9][CH2:10][C:11]1[C:19]2[C:14](=[CH:15][CH:16]=[C:17]([F:20])[CH:18]=2)[NH:13][CH:12]=1)[C:2]1[CH:7]=[CH:6][CH:5]=[CH:4][CH:3]=1.Br[CH2:22][C:23]([O:25][CH3:26])=[O:24], predict the reaction product. The product is: [CH3:26][O:25][C:23](=[O:24])[CH2:22][N:8]([CH2:1][C:2]1[CH:3]=[CH:4][CH:5]=[CH:6][CH:7]=1)[CH2:9][CH2:10][C:11]1[C:19]2[C:14](=[CH:15][CH:16]=[C:17]([F:20])[CH:18]=2)[NH:13][CH:12]=1. (5) Given the reactants C([O:5][C:6]([N:8]1[CH2:13][CH2:12][CH:11]([N:14]2[C:18]3=[N:19][CH:20]=[N:21][C:22]([O:23][C:24]4[C:25]([CH3:30])=[N:26][CH:27]=[CH:28][CH:29]=4)=[C:17]3[CH:16]=[N:15]2)[CH2:10][CH2:9]1)=[O:7])(C)(C)C.ClC(O[CH2:35][C:36]1[CH:41]=[CH:40][CH:39]=[CH:38][CH:37]=1)=O.C(N(CC)CC)C.O, predict the reaction product. The product is: [CH2:35]([O:5][C:6]([N:8]1[CH2:13][CH2:12][CH:11]([N:14]2[C:18]3=[N:19][CH:20]=[N:21][C:22]([O:23][C:24]4[C:25]([CH3:30])=[N:26][CH:27]=[CH:28][CH:29]=4)=[C:17]3[CH:16]=[N:15]2)[CH2:10][CH2:9]1)=[O:7])[C:36]1[CH:41]=[CH:40][CH:39]=[CH:38][CH:37]=1. (6) Given the reactants [OH:1][C:2]1[CH:11]=[CH:10][C:5]2[C:6](=[O:9])[CH2:7][O:8][C:4]=2[C:3]=1[CH2:12][N:13]1[CH2:18][CH2:17][N:16]([C:19]([O:21][C:22]([CH3:25])([CH3:24])[CH3:23])=[O:20])[CH2:15][CH2:14]1.[S:26]([N:36]1[C:44]2[C:39](=[CH:40][CH:41]=[CH:42][CH:43]=2)[C:38]([CH:45]=O)=[CH:37]1)([C:29]1[CH:35]=[CH:34][C:32]([CH3:33])=[CH:31][CH:30]=1)(=[O:28])=[O:27].N1CCCCC1, predict the reaction product. The product is: [OH:1][C:2]1[CH:11]=[CH:10][C:5]2[C:6](=[O:9])/[C:7](=[CH:45]/[C:38]3[C:39]4[C:44](=[CH:43][CH:42]=[CH:41][CH:40]=4)[N:36]([S:26]([C:29]4[CH:30]=[CH:31][C:32]([CH3:33])=[CH:34][CH:35]=4)(=[O:28])=[O:27])[CH:37]=3)/[O:8][C:4]=2[C:3]=1[CH2:12][N:13]1[CH2:14][CH2:15][N:16]([C:19]([O:21][C:22]([CH3:25])([CH3:24])[CH3:23])=[O:20])[CH2:17][CH2:18]1. (7) Given the reactants [N+:1]([C:4]1[CH:14]=[CH:13][C:7]2[C:8]([NH:10][C:11](=[O:12])[C:5]=1[CH:6]=2)=[O:9])([O-:3])=[O:2].[CH:15](Br)([CH3:17])[CH3:16].C(=O)([O-])[O-].[K+].[K+].O, predict the reaction product. The product is: [CH:15]([N:10]1[C:11](=[O:12])[C:13]2=[CH:14][C:4]([N+:1]([O-:3])=[O:2])=[CH:5][CH:6]=[C:7]2[C:8]1=[O:9])([CH3:17])[CH3:16]. (8) Given the reactants [F:1][C:2]1[CH:3]=[C:4]([CH:14]=[CH:15][CH:16]=1)[CH2:5][C:6]1[O:10][N:9]=[C:8]([C:11]([OH:13])=O)[CH:7]=1.[CH3:17][O:18][C:19]1[CH:27]=[C:26]2[C:22]([C:23]([CH2:28][CH2:29][NH2:30])=[CH:24][NH:25]2)=[CH:21][CH:20]=1.CN(C(ON1N=NC2C=CC=NC1=2)=[N+](C)C)C.F[P-](F)(F)(F)(F)F, predict the reaction product. The product is: [F:1][C:2]1[CH:3]=[C:4]([CH:14]=[CH:15][CH:16]=1)[CH2:5][C:6]1[O:10][N:9]=[C:8]([C:11]([NH:30][CH2:29][CH2:28][C:23]2[C:22]3[C:26](=[CH:27][C:19]([O:18][CH3:17])=[CH:20][CH:21]=3)[NH:25][CH:24]=2)=[O:13])[CH:7]=1. (9) Given the reactants CO[C:3]([C:5]1[N:6]=[C:7]([C:24]#[N:25])[C:8]2[C:13]([C:14]=1[OH:15])=[CH:12][CH:11]=[CH:10][C:9]=2[O:16][C:17]1[CH:22]=[CH:21][C:20]([F:23])=[CH:19][CH:18]=1)=[O:4].[NH2:26][CH2:27][C:28]([OH:30])=[O:29].C[O-].[Na+].CO, predict the reaction product. The product is: [C:24]([C:7]1[C:8]2[C:13](=[CH:12][CH:11]=[CH:10][C:9]=2[O:16][C:17]2[CH:18]=[CH:19][C:20]([F:23])=[CH:21][CH:22]=2)[C:14]([OH:15])=[C:5]([C:3]([NH:26][CH2:27][C:28]([OH:30])=[O:29])=[O:4])[N:6]=1)#[N:25].